From a dataset of Full USPTO retrosynthesis dataset with 1.9M reactions from patents (1976-2016). Predict the reactants needed to synthesize the given product. (1) Given the product [CH2:11]([NH:10][C:8]([C:4]1[S:3][C:2]([N:1]2[C:37](=[O:38])[CH2:36][CH:31]([C:25]3[CH:30]=[CH:29][CH:28]=[CH:27][CH:26]=3)[CH2:32][C:33]2=[O:34])=[N:6][C:5]=1[CH3:7])=[O:9])[C:12]1[CH:17]=[CH:16][CH:15]=[CH:14][CH:13]=1, predict the reactants needed to synthesize it. The reactants are: [NH2:1][C:2]1[S:3][C:4]([C:8]([NH:10][CH2:11][C:12]2[CH:17]=[CH:16][CH:15]=[CH:14][CH:13]=2)=[O:9])=[C:5]([CH3:7])[N:6]=1.C(N(CC)CC)C.[C:25]1([CH:31]([CH2:36][C:37](Cl)=[O:38])[CH2:32][C:33](Cl)=[O:34])[CH:30]=[CH:29][CH:28]=[CH:27][CH:26]=1. (2) Given the product [CH:13]1([CH2:12][N:6]2[C:5]3[CH:16]=[CH:17][C:2]([C:26]4[CH:33]=[CH:32][CH:31]=[CH:30][C:27]=4[C:28]#[N:29])=[CH:3][C:4]=3[N:8]([CH3:9])[S:7]2(=[O:11])=[O:10])[CH2:15][CH2:14]1, predict the reactants needed to synthesize it. The reactants are: Br[C:2]1[CH:17]=[CH:16][C:5]2[N:6]([CH2:12][CH:13]3[CH2:15][CH2:14]3)[S:7](=[O:11])(=[O:10])[N:8]([CH3:9])[C:4]=2[CH:3]=1.CC1(C)C(C)(C)OB([C:26]2[CH:33]=[CH:32][CH:31]=[CH:30][C:27]=2[C:28]#[N:29])O1.C(=O)([O-])[O-].[Cs+].[Cs+].O1CCOCC1. (3) Given the product [C:12]([O:16][C:17](=[O:28])[NH:18][CH2:19][CH2:20][C:21]1[CH:26]=[CH:25][C:24]([O:27][C:2]2[CH:3]=[N:4][CH:5]=[CH:6][C:7]=2[C:8]([F:11])([F:10])[F:9])=[CH:23][CH:22]=1)([CH3:15])([CH3:13])[CH3:14], predict the reactants needed to synthesize it. The reactants are: F[C:2]1[CH:3]=[N:4][CH:5]=[CH:6][C:7]=1[C:8]([F:11])([F:10])[F:9].[C:12]([O:16][C:17](=[O:28])[NH:18][CH2:19][CH2:20][C:21]1[CH:26]=[CH:25][C:24]([OH:27])=[CH:23][CH:22]=1)([CH3:15])([CH3:14])[CH3:13].C([O-])([O-])=O.[K+].[K+]. (4) Given the product [NH3:1].[CH2:42]([Cl:44])[Cl:43].[N:1]1([CH2:7][CH2:8][CH2:9][O:10][C:11]2[CH:18]=[CH:17][C:14]([CH2:15][NH:19][C:20]3[CH:25]=[CH:24][CH:23]=[CH:22][N:21]=3)=[CH:13][CH:12]=2)[CH2:6][CH2:5][CH2:4][CH2:3][CH2:2]1, predict the reactants needed to synthesize it. The reactants are: [N:1]1([CH2:7][CH2:8][CH2:9][O:10][C:11]2[CH:18]=[CH:17][C:14]([CH:15]=O)=[CH:13][CH:12]=2)[CH2:6][CH2:5][CH2:4][CH2:3][CH2:2]1.[NH2:19][C:20]1[CH:25]=[CH:24][CH:23]=[CH:22][N:21]=1.C(O[BH-](OC(=O)C)OC(=O)C)(=O)C.[Na+].[OH-].[Na+].[CH2:42]([Cl:44])[Cl:43]. (5) Given the product [OH:25][CH2:26][CH2:27][NH:28][C:29]([CH:31]1[CH2:36][CH2:35][CH2:34][N:33]([C:2]2[N:7]3[N:8]=[C:9]([CH3:11])[CH:10]=[C:6]3[N:5]=[C:4]([NH:12][C:13](=[O:24])[C:14]3[CH:19]=[CH:18][C:17]([C:20]([OH:23])([CH3:22])[CH3:21])=[CH:16][CH:15]=3)[CH:3]=2)[CH2:32]1)=[O:30], predict the reactants needed to synthesize it. The reactants are: Cl[C:2]1[N:7]2[N:8]=[C:9]([CH3:11])[CH:10]=[C:6]2[N:5]=[C:4]([NH:12][C:13](=[O:24])[C:14]2[CH:19]=[CH:18][C:17]([C:20]([OH:23])([CH3:22])[CH3:21])=[CH:16][CH:15]=2)[CH:3]=1.[OH:25][CH2:26][CH2:27][NH:28][C:29]([CH:31]1[CH2:36][CH2:35][CH2:34][NH:33][CH2:32]1)=[O:30].C(N(CC)C(C)C)(C)C. (6) Given the product [Si:3]([O:20][CH2:21][CH2:22][O:23][CH2:24][C@H:25]([O:36][C:38]1[N:43]=[CH:42][N:41]=[C:40]2[N:44]([C:47]3[C:52]([Cl:53])=[CH:51][CH:50]=[CH:49][C:48]=3[Cl:54])[N:45]=[CH:46][C:39]=12)[C:26]([NH:28][C:29]1[CH:34]=[CH:33][C:32]([F:35])=[CH:31][N:30]=1)=[O:27])([C:16]([CH3:17])([CH3:18])[CH3:19])([C:10]1[CH:11]=[CH:12][CH:13]=[CH:14][CH:15]=1)[C:4]1[CH:5]=[CH:6][CH:7]=[CH:8][CH:9]=1, predict the reactants needed to synthesize it. The reactants are: [H-].[Na+].[Si:3]([O:20][CH2:21][CH2:22][O:23][CH2:24][C@H:25]([OH:36])[C:26]([NH:28][C:29]1[CH:34]=[CH:33][C:32]([F:35])=[CH:31][N:30]=1)=[O:27])([C:16]([CH3:19])([CH3:18])[CH3:17])([C:10]1[CH:15]=[CH:14][CH:13]=[CH:12][CH:11]=1)[C:4]1[CH:9]=[CH:8][CH:7]=[CH:6][CH:5]=1.Cl[C:38]1[N:43]=[CH:42][N:41]=[C:40]2[N:44]([C:47]3[C:52]([Cl:53])=[CH:51][CH:50]=[CH:49][C:48]=3[Cl:54])[N:45]=[CH:46][C:39]=12.C(O)(=O)CC(CC(O)=O)(C(O)=O)O. (7) Given the product [Cl:13][C:5]1[CH:4]=[C:3]([CH:8]=[CH:7][C:6]=1[C:9]([F:12])([F:11])[F:10])[CH2:2][NH2:14], predict the reactants needed to synthesize it. The reactants are: Br[CH2:2][C:3]1[CH:8]=[CH:7][C:6]([C:9]([F:12])([F:11])[F:10])=[C:5]([Cl:13])[CH:4]=1.[NH3:14].